From a dataset of Full USPTO retrosynthesis dataset with 1.9M reactions from patents (1976-2016). Predict the reactants needed to synthesize the given product. Given the product [C:18]([C:17]1[CH:20]=[CH:21][C:14]([N:5]([CH2:1][S:29]([C:23]2[CH:28]=[CH:27][CH:26]=[CH:25][CH:24]=2)(=[O:31])=[O:30])[C:4](=[O:11])[O:6][C:7]([CH3:10])([CH3:9])[CH3:8])=[C:15]([CH3:22])[CH:16]=1)#[N:19], predict the reactants needed to synthesize it. The reactants are: [CH:1](O)=O.[C:4](=[O:11])([O:6][C:7]([CH3:10])([CH3:9])[CH3:8])[NH2:5].C([C:14]1[CH:21]=[CH:20][C:17]([C:18]#[N:19])=[CH:16][C:15]=1[CH3:22])=O.[C:23]1([S:29]([O-:31])=[O:30])[CH:28]=[CH:27][CH:26]=[CH:25][CH:24]=1.[Na+].